From a dataset of Acute oral toxicity (LD50) regression data from Zhu et al.. Regression/Classification. Given a drug SMILES string, predict its toxicity properties. Task type varies by dataset: regression for continuous values (e.g., LD50, hERG inhibition percentage) or binary classification for toxic/non-toxic outcomes (e.g., AMES mutagenicity, cardiotoxicity, hepatotoxicity). Dataset: ld50_zhu. (1) The drug is CCC(C)(O)C#CC(C)(O)CC. The rat oral LD50 is 2.08, given as -log10 of the dose in mol/kg body weight (higher means more acutely toxic). (2) The compound is Cc1cccc(O)c1. The rat oral LD50 is 2.65, given as -log10 of the dose in mol/kg body weight (higher means more acutely toxic). (3) The drug is CCCCC(CC)CNCC(C)(N)CNCC(CC)CCCC. The rat oral LD50 is 2.61, given as -log10 of the dose in mol/kg body weight (higher means more acutely toxic).